The task is: Predict the product of the given reaction.. This data is from Forward reaction prediction with 1.9M reactions from USPTO patents (1976-2016). Given the reactants S(Cl)(Cl)=O.[F:5][C:6]1[CH:11]=[C:10]([F:12])[CH:9]=[CH:8][C:7]=1[CH2:13][CH2:14][C:15]([OH:17])=O, predict the reaction product. The product is: [F:5][C:6]1[CH:11]=[C:10]([F:12])[CH:9]=[C:8]2[C:7]=1[CH2:13][CH2:14][C:15]2=[O:17].